This data is from Catalyst prediction with 721,799 reactions and 888 catalyst types from USPTO. The task is: Predict which catalyst facilitates the given reaction. Reactant: [CH2:1]([OH:8])[C:2]1[CH:7]=[CH:6][CH:5]=[CH:4][CH:3]=1.[Si](OS(C(F)(F)F)(=O)=O)(CC)(CC)CC.ClC(Cl)(Cl)C(=N)O[C@H:28]1[O:49][C@H:48]([CH2:50][O:51][CH2:52][C:53]2[CH:58]=[CH:57][CH:56]=[CH:55][CH:54]=2)[C@@H:39]([O:40][CH2:41][C:42]2[CH:47]=[CH:46][CH:45]=[CH:44][CH:43]=2)[C@H:34]([O:35][CH2:36][CH:37]=[CH2:38])[C@H:29]1[O:30][C:31](=[O:33])[CH3:32].C(N(CC)CC)C. Product: [C:31]([O:30][C@@H:29]1[C@@H:34]([O:35][CH2:36][CH:37]=[CH2:38])[C@H:39]([O:40][CH2:41][C:42]2[CH:43]=[CH:44][CH:45]=[CH:46][CH:47]=2)[C@@H:48]([CH2:50][O:51][CH2:52][C:53]2[CH:58]=[CH:57][CH:56]=[CH:55][CH:54]=2)[O:49][C@H:28]1[O:8][CH2:1][C:2]1[CH:7]=[CH:6][CH:5]=[CH:4][CH:3]=1)(=[O:33])[CH3:32]. The catalyst class is: 4.